This data is from NCI-60 drug combinations with 297,098 pairs across 59 cell lines. The task is: Regression. Given two drug SMILES strings and cell line genomic features, predict the synergy score measuring deviation from expected non-interaction effect. (1) Drug 1: CCC1=CC2CC(C3=C(CN(C2)C1)C4=CC=CC=C4N3)(C5=C(C=C6C(=C5)C78CCN9C7C(C=CC9)(C(C(C8N6C)(C(=O)OC)O)OC(=O)C)CC)OC)C(=O)OC.C(C(C(=O)O)O)(C(=O)O)O. Drug 2: C1=CC=C(C(=C1)C(C2=CC=C(C=C2)Cl)C(Cl)Cl)Cl. Cell line: OVCAR3. Synergy scores: CSS=62.4, Synergy_ZIP=9.89, Synergy_Bliss=10.3, Synergy_Loewe=-40.3, Synergy_HSA=9.76. (2) Drug 1: COC1=CC(=CC(=C1O)OC)C2C3C(COC3=O)C(C4=CC5=C(C=C24)OCO5)OC6C(C(C7C(O6)COC(O7)C8=CC=CS8)O)O. Cell line: IGROV1. Synergy scores: CSS=41.6, Synergy_ZIP=-8.17, Synergy_Bliss=-4.86, Synergy_Loewe=0.643, Synergy_HSA=2.81. Drug 2: C1CN(CCN1C(=O)CCBr)C(=O)CCBr. (3) Drug 1: C1=CC(=C2C(=C1NCCNCCO)C(=O)C3=C(C=CC(=C3C2=O)O)O)NCCNCCO. Drug 2: CC1=C(C(=CC=C1)Cl)NC(=O)C2=CN=C(S2)NC3=CC(=NC(=N3)C)N4CCN(CC4)CCO. Cell line: M14. Synergy scores: CSS=46.1, Synergy_ZIP=10.9, Synergy_Bliss=9.95, Synergy_Loewe=-6.77, Synergy_HSA=-1.15. (4) Cell line: SK-MEL-28. Synergy scores: CSS=37.5, Synergy_ZIP=-3.06, Synergy_Bliss=2.65, Synergy_Loewe=-30.4, Synergy_HSA=3.73. Drug 2: C1CN1P(=S)(N2CC2)N3CC3. Drug 1: C1=CC(=C2C(=C1NCCNCCO)C(=O)C3=C(C=CC(=C3C2=O)O)O)NCCNCCO. (5) Cell line: T-47D. Synergy scores: CSS=9.17, Synergy_ZIP=-2.84, Synergy_Bliss=1.58, Synergy_Loewe=-8.76, Synergy_HSA=1.68. Drug 1: C1CCC(CC1)NC(=O)N(CCCl)N=O. Drug 2: C1=CC=C(C(=C1)C(C2=CC=C(C=C2)Cl)C(Cl)Cl)Cl. (6) Drug 1: C1CCC(C1)C(CC#N)N2C=C(C=N2)C3=C4C=CNC4=NC=N3. Drug 2: CN1CCC(CC1)COC2=C(C=C3C(=C2)N=CN=C3NC4=C(C=C(C=C4)Br)F)OC. Cell line: MCF7. Synergy scores: CSS=6.96, Synergy_ZIP=-1.60, Synergy_Bliss=0.0534, Synergy_Loewe=-2.07, Synergy_HSA=-0.798.